From a dataset of NCI-60 drug combinations with 297,098 pairs across 59 cell lines. Regression. Given two drug SMILES strings and cell line genomic features, predict the synergy score measuring deviation from expected non-interaction effect. (1) Drug 1: CS(=O)(=O)C1=CC(=C(C=C1)C(=O)NC2=CC(=C(C=C2)Cl)C3=CC=CC=N3)Cl. Drug 2: COC1=C(C=C2C(=C1)N=CN=C2NC3=CC(=C(C=C3)F)Cl)OCCCN4CCOCC4. Cell line: HOP-62. Synergy scores: CSS=26.7, Synergy_ZIP=7.76, Synergy_Bliss=11.2, Synergy_Loewe=7.05, Synergy_HSA=11.3. (2) Drug 1: CC1=C2C(C(=O)C3(C(CC4C(C3C(C(C2(C)C)(CC1OC(=O)C(C(C5=CC=CC=C5)NC(=O)OC(C)(C)C)O)O)OC(=O)C6=CC=CC=C6)(CO4)OC(=O)C)OC)C)OC. Drug 2: C1CCC(C1)C(CC#N)N2C=C(C=N2)C3=C4C=CNC4=NC=N3. Cell line: COLO 205. Synergy scores: CSS=38.9, Synergy_ZIP=6.23, Synergy_Bliss=1.13, Synergy_Loewe=-41.2, Synergy_HSA=-3.21. (3) Drug 1: COC1=C(C=C2C(=C1)N=CN=C2NC3=CC(=C(C=C3)F)Cl)OCCCN4CCOCC4. Drug 2: C1C(C(OC1N2C=NC(=NC2=O)N)CO)O. Cell line: OVCAR-5. Synergy scores: CSS=57.5, Synergy_ZIP=-2.13, Synergy_Bliss=1.96, Synergy_Loewe=5.00, Synergy_HSA=6.18. (4) Drug 1: CC1=C(C=C(C=C1)NC2=NC=CC(=N2)N(C)C3=CC4=NN(C(=C4C=C3)C)C)S(=O)(=O)N.Cl. Drug 2: C1CNP(=O)(OC1)N(CCCl)CCCl. Cell line: A549. Synergy scores: CSS=2.16, Synergy_ZIP=-0.464, Synergy_Bliss=-0.126, Synergy_Loewe=-1.13, Synergy_HSA=-0.631. (5) Drug 1: COC1=C(C=C2C(=C1)N=CN=C2NC3=CC(=C(C=C3)F)Cl)OCCCN4CCOCC4. Drug 2: C1=C(C(=O)NC(=O)N1)N(CCCl)CCCl. Cell line: EKVX. Synergy scores: CSS=33.1, Synergy_ZIP=-5.49, Synergy_Bliss=3.56, Synergy_Loewe=0.660, Synergy_HSA=7.62. (6) Drug 1: CC(C)(C#N)C1=CC(=CC(=C1)CN2C=NC=N2)C(C)(C)C#N. Synergy scores: CSS=3.15, Synergy_ZIP=-3.80, Synergy_Bliss=-5.87, Synergy_Loewe=-5.95, Synergy_HSA=-3.81. Drug 2: C1CN(P(=O)(OC1)NCCCl)CCCl. Cell line: HT29. (7) Drug 1: CC1C(C(=O)NC(C(=O)N2CCCC2C(=O)N(CC(=O)N(C(C(=O)O1)C(C)C)C)C)C(C)C)NC(=O)C3=C4C(=C(C=C3)C)OC5=C(C(=O)C(=C(C5=N4)C(=O)NC6C(OC(=O)C(N(C(=O)CN(C(=O)C7CCCN7C(=O)C(NC6=O)C(C)C)C)C)C(C)C)C)N)C. Drug 2: C1CC(C1)(C(=O)O)C(=O)O.[NH2-].[NH2-].[Pt+2]. Cell line: OVCAR-4. Synergy scores: CSS=1.90, Synergy_ZIP=-0.673, Synergy_Bliss=-0.243, Synergy_Loewe=-0.272, Synergy_HSA=-0.439. (8) Drug 1: CCCS(=O)(=O)NC1=C(C(=C(C=C1)F)C(=O)C2=CNC3=C2C=C(C=N3)C4=CC=C(C=C4)Cl)F. Drug 2: CC1=C2C(C(=O)C3(C(CC4C(C3C(C(C2(C)C)(CC1OC(=O)C(C(C5=CC=CC=C5)NC(=O)OC(C)(C)C)O)O)OC(=O)C6=CC=CC=C6)(CO4)OC(=O)C)OC)C)OC. Cell line: COLO 205. Synergy scores: CSS=82.3, Synergy_ZIP=10.8, Synergy_Bliss=10.3, Synergy_Loewe=7.12, Synergy_HSA=13.2.